Predict the reactants needed to synthesize the given product. From a dataset of Retrosynthesis with 50K atom-mapped reactions and 10 reaction types from USPTO. (1) Given the product Cc1c(N)c(-c2ccccc2)nn1CC(F)(F)F, predict the reactants needed to synthesize it. The reactants are: Cc1c(N=O)c(-c2ccccc2)nn1CC(F)(F)F. (2) Given the product CC(C)Oc1ccc(NC2=C(c3ccccc3)S(=O)(=O)N(C(C)(C)C)C2=O)cc1, predict the reactants needed to synthesize it. The reactants are: CC(C)(C)N1C(=O)C(Cl)=C(c2ccccc2)S1(=O)=O.CC(C)Oc1ccc(N)cc1.